This data is from NCI-60 drug combinations with 297,098 pairs across 59 cell lines. The task is: Regression. Given two drug SMILES strings and cell line genomic features, predict the synergy score measuring deviation from expected non-interaction effect. (1) Drug 1: C1=CC(=CC=C1C#N)C(C2=CC=C(C=C2)C#N)N3C=NC=N3. Synergy scores: CSS=32.2, Synergy_ZIP=5.83, Synergy_Bliss=3.92, Synergy_Loewe=-19.9, Synergy_HSA=-0.714. Cell line: CAKI-1. Drug 2: CC1CCCC2(C(O2)CC(NC(=O)CC(C(C(=O)C(C1O)C)(C)C)O)C(=CC3=CSC(=N3)C)C)C. (2) Drug 1: CS(=O)(=O)C1=CC(=C(C=C1)C(=O)NC2=CC(=C(C=C2)Cl)C3=CC=CC=N3)Cl. Drug 2: C1=CC(=CC=C1CCC2=CNC3=C2C(=O)NC(=N3)N)C(=O)NC(CCC(=O)O)C(=O)O. Cell line: IGROV1. Synergy scores: CSS=21.6, Synergy_ZIP=-5.29, Synergy_Bliss=-3.43, Synergy_Loewe=-33.9, Synergy_HSA=-3.11. (3) Drug 1: CC12CCC(CC1=CCC3C2CCC4(C3CC=C4C5=CN=CC=C5)C)O. Drug 2: CC12CCC3C(C1CCC2=O)CC(=C)C4=CC(=O)C=CC34C. Cell line: A549. Synergy scores: CSS=32.5, Synergy_ZIP=0.913, Synergy_Bliss=-0.438, Synergy_Loewe=-6.78, Synergy_HSA=0.116. (4) Drug 1: CC1C(C(=O)NC(C(=O)N2CCCC2C(=O)N(CC(=O)N(C(C(=O)O1)C(C)C)C)C)C(C)C)NC(=O)C3=C4C(=C(C=C3)C)OC5=C(C(=O)C(=C(C5=N4)C(=O)NC6C(OC(=O)C(N(C(=O)CN(C(=O)C7CCCN7C(=O)C(NC6=O)C(C)C)C)C)C(C)C)C)N)C. Drug 2: CC(C)NC(=O)C1=CC=C(C=C1)CNNC.Cl. Cell line: NCI-H226. Synergy scores: CSS=8.44, Synergy_ZIP=3.44, Synergy_Bliss=4.30, Synergy_Loewe=-7.66, Synergy_HSA=4.36. (5) Drug 1: CC1=C(C=C(C=C1)NC2=NC=CC(=N2)N(C)C3=CC4=NN(C(=C4C=C3)C)C)S(=O)(=O)N.Cl. Drug 2: C1C(C(OC1N2C=NC(=NC2=O)N)CO)O. Cell line: SF-268. Synergy scores: CSS=0.323, Synergy_ZIP=2.65, Synergy_Bliss=3.73, Synergy_Loewe=-3.82, Synergy_HSA=-1.73. (6) Drug 1: CC1=C(C=C(C=C1)C(=O)NC2=CC(=CC(=C2)C(F)(F)F)N3C=C(N=C3)C)NC4=NC=CC(=N4)C5=CN=CC=C5. Drug 2: CC1=C(C(=CC=C1)Cl)NC(=O)C2=CN=C(S2)NC3=CC(=NC(=N3)C)N4CCN(CC4)CCO. Cell line: OVCAR3. Synergy scores: CSS=13.4, Synergy_ZIP=2.89, Synergy_Bliss=4.85, Synergy_Loewe=-7.59, Synergy_HSA=-1.44.